From a dataset of NCI-60 drug combinations with 297,098 pairs across 59 cell lines. Regression. Given two drug SMILES strings and cell line genomic features, predict the synergy score measuring deviation from expected non-interaction effect. (1) Drug 1: C1CC(=O)NC(=O)C1N2CC3=C(C2=O)C=CC=C3N. Drug 2: C(=O)(N)NO. Cell line: M14. Synergy scores: CSS=-2.48, Synergy_ZIP=1.93, Synergy_Bliss=0.0724, Synergy_Loewe=-3.28, Synergy_HSA=-4.17. (2) Drug 1: C1=CC(=CC=C1CC(C(=O)O)N)N(CCCl)CCCl.Cl. Drug 2: C1=CC(=CC=C1CCCC(=O)O)N(CCCl)CCCl. Cell line: TK-10. Synergy scores: CSS=14.3, Synergy_ZIP=-1.50, Synergy_Bliss=5.89, Synergy_Loewe=4.33, Synergy_HSA=4.56. (3) Drug 1: CC12CCC(CC1=CCC3C2CCC4(C3CC=C4C5=CN=CC=C5)C)O. Drug 2: CCC1=C2CN3C(=CC4=C(C3=O)COC(=O)C4(CC)O)C2=NC5=C1C=C(C=C5)O. Cell line: DU-145. Synergy scores: CSS=13.8, Synergy_ZIP=0.306, Synergy_Bliss=0.385, Synergy_Loewe=-36.8, Synergy_HSA=-0.653. (4) Drug 1: C1=CC(=CC=C1C#N)C(C2=CC=C(C=C2)C#N)N3C=NC=N3. Drug 2: COCCOC1=C(C=C2C(=C1)C(=NC=N2)NC3=CC=CC(=C3)C#C)OCCOC.Cl. Cell line: MDA-MB-231. Synergy scores: CSS=2.95, Synergy_ZIP=-0.382, Synergy_Bliss=1.78, Synergy_Loewe=0.883, Synergy_HSA=1.23. (5) Drug 1: CC1=C(C=C(C=C1)NC2=NC=CC(=N2)N(C)C3=CC4=NN(C(=C4C=C3)C)C)S(=O)(=O)N.Cl. Drug 2: CC(C)(C#N)C1=CC(=CC(=C1)CN2C=NC=N2)C(C)(C)C#N. Cell line: HCT116. Synergy scores: CSS=-0.727, Synergy_ZIP=-0.220, Synergy_Bliss=-3.47, Synergy_Loewe=-3.74, Synergy_HSA=-4.72. (6) Drug 2: CN(C)N=NC1=C(NC=N1)C(=O)N. Synergy scores: CSS=4.24, Synergy_ZIP=-0.988, Synergy_Bliss=4.92, Synergy_Loewe=-3.39, Synergy_HSA=1.89. Drug 1: C1CC(=O)NC(=O)C1N2CC3=C(C2=O)C=CC=C3N. Cell line: SK-MEL-5. (7) Drug 1: COC1=CC(=CC(=C1O)OC)C2C3C(COC3=O)C(C4=CC5=C(C=C24)OCO5)OC6C(C(C7C(O6)COC(O7)C8=CC=CS8)O)O. Drug 2: C1=CC(=CC=C1C#N)C(C2=CC=C(C=C2)C#N)N3C=NC=N3. Cell line: HCT-15. Synergy scores: CSS=51.0, Synergy_ZIP=1.35, Synergy_Bliss=1.91, Synergy_Loewe=-30.3, Synergy_HSA=1.41. (8) Drug 1: CC1=C(C=C(C=C1)NC2=NC=CC(=N2)N(C)C3=CC4=NN(C(=C4C=C3)C)C)S(=O)(=O)N.Cl. Drug 2: CCCCC(=O)OCC(=O)C1(CC(C2=C(C1)C(=C3C(=C2O)C(=O)C4=C(C3=O)C=CC=C4OC)O)OC5CC(C(C(O5)C)O)NC(=O)C(F)(F)F)O. Cell line: SF-539. Synergy scores: CSS=5.61, Synergy_ZIP=-6.82, Synergy_Bliss=-7.33, Synergy_Loewe=-4.71, Synergy_HSA=-4.67. (9) Cell line: ACHN. Drug 2: CS(=O)(=O)C1=CC(=C(C=C1)C(=O)NC2=CC(=C(C=C2)Cl)C3=CC=CC=N3)Cl. Synergy scores: CSS=4.86, Synergy_ZIP=1.42, Synergy_Bliss=-0.817, Synergy_Loewe=-9.94, Synergy_HSA=-3.44. Drug 1: CC(C1=C(C=CC(=C1Cl)F)Cl)OC2=C(N=CC(=C2)C3=CN(N=C3)C4CCNCC4)N.